Dataset: Blood-brain barrier penetration binary classification data from Martins et al.. Task: Regression/Classification. Given a drug SMILES string, predict its absorption, distribution, metabolism, or excretion properties. Task type varies by dataset: regression for continuous measurements (e.g., permeability, clearance, half-life) or binary classification for categorical outcomes (e.g., BBB penetration, CYP inhibition). Dataset: bbb_martins. (1) The drug is O=C(O)c1cc(=O)c2ccccc2[nH]1. The result is 1 (penetrates BBB). (2) The result is 0 (does not penetrate BBB). The molecule is C[C@H]1O[C@@H](O[C@H]2[C@@H](O)C[C@H](O[C@H]3[C@@H](O)C[C@H](O[C@H]4CC[C@]5(C)[C@H]6C[C@@H](O)[C@]7(C)[C@@H](C8=CC(=O)OC8)CC[C@]7(O)[C@@H]6CC[C@@H]5C4)O[C@@H]3C)O[C@@H]2C)C[C@H](O)[C@@H]1O.